From a dataset of TCR-epitope binding with 47,182 pairs between 192 epitopes and 23,139 TCRs. Binary Classification. Given a T-cell receptor sequence (or CDR3 region) and an epitope sequence, predict whether binding occurs between them. (1) The epitope is KLSALGINAV. The TCR CDR3 sequence is CASSQDGRKINYEQYF. Result: 0 (the TCR does not bind to the epitope). (2) The epitope is LLQTGIHVRVSQPSL. The TCR CDR3 sequence is CASSLTTGGNQPQHF. Result: 1 (the TCR binds to the epitope). (3) The epitope is FTISVTTEIL. The TCR CDR3 sequence is CASSQAAGSTAGELFF. Result: 1 (the TCR binds to the epitope). (4) The epitope is RAKFKQLL. The TCR CDR3 sequence is CSAGGNTEAFF. Result: 1 (the TCR binds to the epitope). (5) The TCR CDR3 sequence is CASSFQGGTGNTIYF. Result: 1 (the TCR binds to the epitope). The epitope is AMFWSVPTV. (6) The epitope is GTSGSPIVNR. The TCR CDR3 sequence is CASSRGSAETQYF. Result: 1 (the TCR binds to the epitope). (7) The TCR CDR3 sequence is CASSQVAGAGGGTDTQYF. The epitope is YLKLTDNVYIK. Result: 0 (the TCR does not bind to the epitope).